Task: Predict the reaction yield, written as a fraction of the theoretical maximum amount of product (1.0 means a 100% yield; for example, 0.34 means a 34% yield).. Dataset: Reaction yield outcomes from USPTO patents with 853,638 reactions (1) The product is [C:1]([B-:3]([C:8]#[N:9])([C:6]#[N:7])[C:4]#[N:5])#[N:2].[CH2:12]([N+:14]1[C:18]2[CH:19]=[CH:20][CH:21]=[CH:22][C:17]=2[S:16][C:15]=1[CH3:23])[CH3:13]. The reactants are [C:1]([B-:3]([C:8]#[N:9])([C:6]#[N:7])[C:4]#[N:5])#[N:2].[K+].[Br-].[CH2:12]([N+:14]1[C:18]2[CH:19]=[CH:20][CH:21]=[CH:22][C:17]=2[S:16][C:15]=1[CH3:23])[CH3:13]. The catalyst is O. The yield is 0.891. (2) The reactants are [NH:1]1[CH:5]=[CH:4][N:3]=[C:2]1[CH:6]=[O:7].C(=O)([O-])[O-].[K+].[K+].I[CH2:15][CH3:16]. The catalyst is CN(C)C=O. The product is [CH2:15]([N:1]1[CH:5]=[CH:4][N:3]=[C:2]1[CH:6]=[O:7])[CH3:16]. The yield is 0.840. (3) The reactants are [N+:1]([C:4]1[CH:9]=[CH:8][C:7]([OH:10])=[CH:6][CH:5]=1)([O-:3])=[O:2].Cl[CH2:12][C:13]1[N:14]=[C:15]([CH2:18][CH3:19])[S:16][CH:17]=1.C(=O)([O-])[O-].[K+].[K+].CN(C)C=O. The catalyst is O. The product is [CH2:18]([C:15]1[S:16][CH:17]=[C:13]([CH2:12][O:10][C:7]2[CH:8]=[CH:9][C:4]([N+:1]([O-:3])=[O:2])=[CH:5][CH:6]=2)[N:14]=1)[CH3:19]. The yield is 0.350. (4) The reactants are [OH:1][C:2]1[C:3]([O:27][CH3:28])=[CH:4][C:5]2[C:11](=[O:12])[N:10]3[CH2:13][C:14](=[O:16])[CH2:15][CH:9]3[C:8](=[O:17])[N:7]([CH2:18][O:19][CH2:20][CH2:21][Si:22]([CH3:25])([CH3:24])[CH3:23])[C:6]=2[CH:26]=1.C(C[Si](OC)(C)OOO[Si](OC)(C)CC(C)(C)C)(C)(C)C.C(OC(=O)N[C:56]1[CH:61]=[C:60](OCCCO[C:60]2[CH:59]=[C:58](N)[C:57]([C:92](N3C(CO)C[C:58]4[C:57](=[CH:56][CH:61]=[CH:60][CH:59]=4)[CH2:92]3)=O)=[CH:56][C:61]=2OC)[C:59](OC)=[CH:58][C:57]=1[C:92](N1C(CO)C[C:58]2[C:57](=[CH:56][CH:61]=[CH:60][CH:59]=2)[CH2:92]1)=O)C=C. No catalyst specified. The product is [CH2:92]([O:1][C:2]1[C:3]([O:27][CH3:28])=[CH:4][C:5]2[C:11](=[O:12])[N:10]3[CH2:13][C:14](=[O:16])[CH2:15][CH:9]3[C:8](=[O:17])[N:7]([CH2:18][O:19][CH2:20][CH2:21][Si:22]([CH3:23])([CH3:24])[CH3:25])[C:6]=2[CH:26]=1)[C:57]1[CH:58]=[CH:59][CH:60]=[CH:61][CH:56]=1. The yield is 0.470. (5) The reactants are C(OC([N:8]1[CH2:13][CH2:12][CH:11]([NH:14][C:15]2[CH:16]=[N:17][C:18]([O:24][C:25]3[CH:30]=[CH:29][C:28]([O:31][C:32]4[CH:37]=[CH:36][CH:35]=[C:34]([F:38])[CH:33]=4)=[CH:27][CH:26]=3)=[C:19]([C:21](=[O:23])[NH2:22])[CH:20]=2)[CH2:10][CH2:9]1)=O)(C)(C)C.Cl. The product is [F:38][C:34]1[CH:33]=[C:32]([CH:37]=[CH:36][CH:35]=1)[O:31][C:28]1[CH:29]=[CH:30][C:25]([O:24][C:18]2[N:17]=[CH:16][C:15]([NH:14][CH:11]3[CH2:10][CH2:9][NH:8][CH2:13][CH2:12]3)=[CH:20][C:19]=2[C:21]([NH2:22])=[O:23])=[CH:26][CH:27]=1. The yield is 0.548. The catalyst is C(Cl)Cl.O1CCOCC1. (6) The reactants are CO[C:3]([C:5]1[S:9][C:8](/[CH:10]=[CH:11]/[C:12]2[C:13]([C:18]3[CH:23]=[CH:22][CH:21]=[CH:20][CH:19]=3)=[N:14][O:15][C:16]=2[CH3:17])=[N:7][C:6]=1[CH3:24])=[O:4].[CH2:25]([CH2:27][NH2:28])[OH:26]. The catalyst is C1(C)C=CC=CC=1.[Cl-].[Na+].O. The product is [OH:26][CH2:25][CH2:27][NH:28][C:3]([C:5]1[S:9][C:8](/[CH:10]=[CH:11]/[C:12]2[C:13]([C:18]3[CH:19]=[CH:20][CH:21]=[CH:22][CH:23]=3)=[N:14][O:15][C:16]=2[CH3:17])=[N:7][C:6]=1[CH3:24])=[O:4]. The yield is 0.600. (7) The reactants are [OH:1][C:2]1([CH2:15][N:16]2[CH:20]=[C:19](B3OC(C)(C)C(C)(C)O3)[CH:18]=[N:17]2)[CH2:7][CH2:6][N:5]([C:8]([O:10][C:11]([CH3:14])([CH3:13])[CH3:12])=[O:9])[CH2:4][CH2:3]1.[Cl:30][C:31]1[C:36]([F:37])=[CH:35][CH:34]=[C:33]([Cl:38])[C:32]=1[CH:39]([O:41][C:42]1[C:43]([NH2:49])=[N:44][CH:45]=[C:46](I)[CH:47]=1)[CH3:40].C([O-])([O-])=O.[Na+].[Na+]. The catalyst is COCCOC. The product is [NH2:49][C:43]1[N:44]=[CH:45][C:46]([C:19]2[CH:18]=[N:17][N:16]([CH2:15][C:2]3([OH:1])[CH2:7][CH2:6][N:5]([C:8]([O:10][C:11]([CH3:13])([CH3:14])[CH3:12])=[O:9])[CH2:4][CH2:3]3)[CH:20]=2)=[CH:47][C:42]=1[O:41][CH:39]([C:32]1[C:33]([Cl:38])=[CH:34][CH:35]=[C:36]([F:37])[C:31]=1[Cl:30])[CH3:40]. The yield is 0.280. (8) The reactants are [C:1]([O:5][C:6](=[O:17])[CH2:7]/[N:8]=[CH:9]/[C:10]1[CH:15]=[CH:14][CH:13]=[C:12]([Cl:16])[CH:11]=1)([CH3:4])([CH3:3])[CH3:2].[Cl:18][C:19]1[CH:20]=[C:21](/[CH:25]=[C:26](/[C:29]2[CH:34]=[CH:33][C:32]([Cl:35])=[CH:31][CH:30]=2)\[C:27]#[N:28])[CH:22]=[CH:23][CH:24]=1.C(N(CC)CC)C. The catalyst is ClCCl. The product is [C:1]([O:5][C:6]([CH:7]1[CH:25]([C:21]2[CH:22]=[CH:23][CH:24]=[C:19]([Cl:18])[CH:20]=2)[C:26]([C:29]2[CH:30]=[CH:31][C:32]([Cl:35])=[CH:33][CH:34]=2)([C:27]#[N:28])[CH:9]([C:10]2[CH:15]=[CH:14][CH:13]=[C:12]([Cl:16])[CH:11]=2)[NH:8]1)=[O:17])([CH3:4])([CH3:2])[CH3:3]. The yield is 0.440. (9) The reactants are [OH:1][C@@H:2]1[CH2:7][CH2:6][C@H:5]([C:8]([OH:10])=O)[CH2:4][CH2:3]1.CN(C(ON1N=[N:26][C:21]2[CH:22]=[CH:23][CH:24]=CC1=2)=[N+](C)C)C.[B-](F)(F)(F)F.[CH3:33][CH2:34][N:35](C(C)C)[CH:36](C)[CH3:37]. The catalyst is CN(C=O)C.C(OCC)(=O)C. The product is [CH:21]1([N:26]2[CH2:37][CH2:36][N:35]([C:8]([C@H:5]3[CH2:4][CH2:3][C@@H:2]([OH:1])[CH2:7][CH2:6]3)=[O:10])[CH2:34][CH2:33]2)[CH2:22][CH2:23][CH2:24]1. The yield is 0.760.